This data is from Peptide-MHC class I binding affinity with 185,985 pairs from IEDB/IMGT. The task is: Regression. Given a peptide amino acid sequence and an MHC pseudo amino acid sequence, predict their binding affinity value. This is MHC class I binding data. (1) The peptide sequence is FLPGQYMNI. The MHC is HLA-A02:06 with pseudo-sequence HLA-A02:06. The binding affinity (normalized) is 1.00. (2) The peptide sequence is KLGGGQYGE. The MHC is HLA-A11:01 with pseudo-sequence HLA-A11:01. The binding affinity (normalized) is 0.285. (3) The peptide sequence is LSSGEPHCA. The MHC is HLA-A29:02 with pseudo-sequence HLA-A29:02. The binding affinity (normalized) is 0. (4) The peptide sequence is GLRALRETL. The MHC is HLA-A02:06 with pseudo-sequence HLA-A02:06. The binding affinity (normalized) is 0.310. (5) The peptide sequence is IPRACQKSL. The MHC is HLA-B46:01 with pseudo-sequence HLA-B46:01. The binding affinity (normalized) is 0.0847. (6) The peptide sequence is ELYDTSPTK. The MHC is HLA-A11:01 with pseudo-sequence HLA-A11:01. The binding affinity (normalized) is 0.584.